From a dataset of Full USPTO retrosynthesis dataset with 1.9M reactions from patents (1976-2016). Predict the reactants needed to synthesize the given product. (1) Given the product [OH:5][CH2:6][C:7]1[CH:33]=[CH:32][CH:31]=[CH:30][C:8]=1[NH:9][CH:10]1[CH2:11][CH2:12][N:13]([CH:16]([C:30]2[CH:8]=[C:7]3[C:33](=[CH:32][CH:31]=2)[C:34](=[O:36])[CH2:35][CH2:6]3)[C:17]([NH2:19])=[O:18])[CH2:14][CH2:15]1, predict the reactants needed to synthesize it. The reactants are: [OH-].[Na+].O=C1[N:9]([CH:10]2[CH2:15][CH2:14][N:13]([CH2:16][C:17]([NH:19]C3C=C4C(=CC=3)C(=O)CC4)=[O:18])[CH2:12][CH2:11]2)[C:8]2[CH:30]=[CH:31][CH:32]=[CH:33][C:7]=2[CH2:6][O:5]1.[CH2:34]([OH:36])[CH3:35]. (2) Given the product [C:1]([O:5][C:6]([N:8]1[CH2:13][CH2:12][CH2:11][CH2:10][CH:9]1[CH2:14][C:15](=[O:17])[N:35]([O:34][CH3:30])[CH3:36])=[O:7])([CH3:2])([CH3:3])[CH3:4], predict the reactants needed to synthesize it. The reactants are: [C:1]([O:5][C:6]([N:8]1[CH2:13][CH2:12][CH2:11][CH2:10][CH:9]1[CH2:14][C:15]([OH:17])=O)=[O:7])([CH3:4])([CH3:3])[CH3:2].C(N(CC)C(C)C)(C)C.CN([C:30]([O:34][N:35]1N=NC2C=CC=N[C:36]1=2)=[N+](C)C)C.F[P-](F)(F)(F)(F)F.CONC.Cl.